This data is from Full USPTO retrosynthesis dataset with 1.9M reactions from patents (1976-2016). The task is: Predict the reactants needed to synthesize the given product. (1) Given the product [NH2:37][C:36]1[N:35]([CH3:38])[N:34]=[CH:33][C:32]=1[NH:10][C:9]([NH:18][C:19]([O:21][C:22]([CH3:25])([CH3:24])[CH3:23])=[O:20])=[N:8][C:6]([O:5][C:1]([CH3:4])([CH3:3])[CH3:2])=[O:7], predict the reactants needed to synthesize it. The reactants are: [C:1]([O:5][C:6]([NH:8][C:9]([NH:18][C:19]([O:21][C:22]([CH3:25])([CH3:24])[CH3:23])=[O:20])=[N:10]S(C(F)(F)F)(=O)=O)=[O:7])([CH3:4])([CH3:3])[CH3:2].S(=O)(=O)(O)O.N[C:32]1[CH:33]=[N:34][N:35]([CH3:38])[C:36]=1[NH2:37].C(N(CC)CC)C.C(OCC)(=O)C. (2) Given the product [F:1][C:2]([F:11])([F:12])[O:3][C:4]1[CH:10]=[C:9]2[C:7](=[CH:6][CH:5]=1)[N:8]=[CH:18][CH:17]=[CH:22]2, predict the reactants needed to synthesize it. The reactants are: [F:1][C:2]([F:12])([F:11])[O:3][C:4]1[CH:10]=[CH:9][C:7]([NH2:8])=[CH:6][CH:5]=1.[Na+].[N+]([C:17]1[CH:18]=C(S([O-])(=O)=O)C=C[CH:22]=1)([O-])=O.B(O)(O)O.S(=O)(=O)(O)O.[OH-].[Na+]. (3) Given the product [F:1][C:2]1[CH:19]=[CH:18][C:5]([CH2:6][N:7]2[C:15]3[C:10](=[CH:11][C:12](/[CH:16]=[C:27]4/[C:28](=[O:44])[N:29]([C@H:30]5[C@H:35]([OH:36])[CH2:34][CH2:33][NH:32][CH2:31]5)[C:25](=[O:24])[S:26]/4)=[CH:13][CH:14]=3)[CH:9]=[N:8]2)=[C:4]([C:20]([F:21])([F:23])[F:22])[CH:3]=1, predict the reactants needed to synthesize it. The reactants are: [F:1][C:2]1[CH:19]=[CH:18][C:5]([CH2:6][N:7]2[C:15]3[C:10](=[CH:11][C:12]([CH:16]=O)=[CH:13][CH:14]=3)[CH:9]=[N:8]2)=[C:4]([C:20]([F:23])([F:22])[F:21])[CH:3]=1.[O:24]=[C:25]1[N:29]([C@H:30]2[C@H:35]([OH:36])[CH2:34][CH2:33][N:32](C(OC(C)(C)C)=O)[CH2:31]2)[C:28](=[O:44])[CH2:27][S:26]1. (4) Given the product [Cl:18][C:19]1[C:20]([F:26])=[C:21]([CH:23]=[CH:24][CH:25]=1)[NH:22][C:8]1[C:7]2[C:12](=[CH:13][C:14]([O:15][CH3:16])=[C:5]([OH:4])[CH:6]=2)[N:11]=[CH:10][N:9]=1, predict the reactants needed to synthesize it. The reactants are: C([O:4][C:5]1[CH:6]=[C:7]2[C:12](=[CH:13][C:14]=1[O:15][CH3:16])[N:11]=[CH:10][N:9]=[C:8]2Cl)(=O)C.[Cl:18][C:19]1[C:20]([F:26])=[C:21]([CH:23]=[CH:24][CH:25]=1)[NH2:22].Cl.N. (5) The reactants are: [CH3:1][C:2]([CH3:18])([CH3:17])[C@H:3]([OH:16])[CH2:4][N:5]1[CH:9]=[CH:8][C:7]([C:10]2[CH:11]=[N:12][CH:13]=[CH:14][CH:15]=2)=[N:6]1.Cl[C:20]([O:22][C:23]1[CH:28]=[CH:27][C:26]([N+:29]([O-:31])=[O:30])=[CH:25][CH:24]=1)=[O:21]. Given the product [C:20](=[O:21])([O:22][C:23]1[CH:24]=[CH:25][C:26]([N+:29]([O-:31])=[O:30])=[CH:27][CH:28]=1)[O:16][C@H:3]([CH2:4][N:5]1[CH:9]=[CH:8][C:7]([C:10]2[CH:11]=[N:12][CH:13]=[CH:14][CH:15]=2)=[N:6]1)[C:2]([CH3:18])([CH3:17])[CH3:1], predict the reactants needed to synthesize it. (6) Given the product [NH2:21][C@H:10]([CH2:11][O:12][CH3:13])[C:9]([NH:8][CH2:1][C:2]1[CH:7]=[CH:6][CH:5]=[CH:4][CH:3]=1)=[O:22], predict the reactants needed to synthesize it. The reactants are: [CH2:1]([NH:8][C:9](=[O:22])[C@@:10]([NH2:21])(C(OC(C)(C)C)=O)[CH2:11][O:12][CH3:13])[C:2]1[CH:7]=[CH:6][CH:5]=[CH:4][CH:3]=1.C(O)(C(F)(F)F)=O. (7) Given the product [CH2:25]([O:32][C:33]([N:35]1[CH2:40][CH2:39][N:38]([C:20]2[CH:21]=[C:16]3[CH2:15][CH:14]([CH:11]4[CH2:10][CH2:9][N:8]([C:6]([O:5][C:1]([CH3:4])([CH3:3])[CH3:2])=[O:7])[CH2:13][CH2:12]4)[O:23][C:17]3=[CH:18][N:19]=2)[CH2:37][CH2:36]1)=[O:34])[C:26]1[CH:31]=[CH:30][CH:29]=[CH:28][CH:27]=1, predict the reactants needed to synthesize it. The reactants are: [C:1]([O:5][C:6]([N:8]1[CH2:13][CH2:12][CH:11]([C:14]2(C)[O:23][C:17]3=[CH:18][N:19]=[C:20](Cl)[CH:21]=[C:16]3[CH2:15]2)[CH2:10][CH2:9]1)=[O:7])([CH3:4])([CH3:3])[CH3:2].[CH2:25]([O:32][C:33]([N:35]1[CH2:40][CH2:39][NH:38][CH2:37][CH2:36]1)=[O:34])[C:26]1[CH:31]=[CH:30][CH:29]=[CH:28][CH:27]=1.CC1(C)C2C(=C(P(C3C=CC=CC=3)C3C=CC=CC=3)C=CC=2)OC2C(P(C3C=CC=CC=3)C3C=CC=CC=3)=CC=CC1=2.CC([O-])(C)C.[K+].